This data is from Full USPTO retrosynthesis dataset with 1.9M reactions from patents (1976-2016). The task is: Predict the reactants needed to synthesize the given product. (1) Given the product [C:1]([CH:3]1[CH2:4][N:5]([C:7](=[O:40])[C@H:8]([NH:10][C:11]([C:13]2[C:21]3[C:16](=[N:17][CH:18]=[C:19]([C:22]4[C:31]5[C:26](=[CH:27][CH:28]=[CH:29][CH:30]=5)[CH:25]=[CH:24][N:23]=4)[N:20]=3)[NH:15][CH:14]=2)=[O:12])[CH3:9])[CH2:6]1)#[N:2], predict the reactants needed to synthesize it. The reactants are: [C:1]([CH:3]1[CH2:6][N:5]([C:7](=[O:40])[C@H:8]([NH:10][C:11]([C:13]2[C:21]3[C:16](=[N:17][CH:18]=[C:19]([C:22]4[C:31]5[C:26](=[CH:27][CH:28]=[CH:29][CH:30]=5)[CH:25]=[CH:24][N:23]=4)[N:20]=3)[N:15](COCC[Si](C)(C)C)[CH:14]=2)=[O:12])[CH3:9])[CH2:4]1)#[N:2].C(O)(C(F)(F)F)=O.C(N)CN. (2) Given the product [CH3:1][O:2][C:3]([C:5]1[S:6][C:7]([C:18]#[C:19][C:20]([CH3:23])([CH3:22])[CH3:21])=[CH:8][C:9]=1[N:10]([C:31]([CH:28]1[CH2:29][CH2:30][CH:25]([CH3:24])[CH2:26][CH2:27]1)=[O:32])[NH:11][C:12](=[O:17])[C:13]([F:14])([F:15])[F:16])=[O:4], predict the reactants needed to synthesize it. The reactants are: [CH3:1][O:2][C:3]([C:5]1[S:6][C:7]([C:18]#[C:19][C:20]([CH3:23])([CH3:22])[CH3:21])=[CH:8][C:9]=1[NH:10][NH:11][C:12](=[O:17])[C:13]([F:16])([F:15])[F:14])=[O:4].[CH3:24][CH:25]1[CH2:30][CH2:29][CH:28]([C:31](Cl)=[O:32])[CH2:27][CH2:26]1. (3) Given the product [F:24][C:11]1[CH:10]=[C:9]([C:6]2[CH:5]=[CH:4][N:3]=[C:2]3[NH:1][C:31]([C:30]4[CH:33]=[CH:34][C:27]([O:26][CH3:25])=[CH:28][CH:29]=4)=[N:8][C:7]=23)[CH:14]=[CH:13][C:12]=1[CH2:15][NH2:16], predict the reactants needed to synthesize it. The reactants are: [NH2:1][C:2]1[C:7]([NH2:8])=[C:6]([C:9]2[CH:14]=[CH:13][C:12]([CH2:15][NH:16]C(=O)OC(C)(C)C)=[C:11]([F:24])[CH:10]=2)[CH:5]=[CH:4][N:3]=1.[CH3:25][O:26][C:27]1[CH:34]=[CH:33][C:30]([CH:31]=O)=[CH:29][CH:28]=1.